Dataset: hERG Central: cardiac toxicity at 1µM, 10µM, and general inhibition. Task: Predict hERG channel inhibition at various concentrations. (1) The drug is CC1(c2ccc(OC(F)F)cc2)NC(=O)N(CC(=O)Nc2ccc(OC(F)F)cc2)C1=O. Results: hERG_inhib (hERG inhibition (general)): blocker. (2) The drug is CC(C)(C)c1csc(NC(=O)c2ccc3nccnc3c2)n1. Results: hERG_inhib (hERG inhibition (general)): blocker. (3) The molecule is C=C[C@H]1CN2CC[C@H]1C[C@@H]2[C@@H](O)c1ccnc2ccc(OC)cc12. Results: hERG_inhib (hERG inhibition (general)): blocker. (4) The molecule is CCc1ccc(OCC(=O)O/N=C(\N)Cc2ccc([N+](=O)[O-])cc2)cc1. Results: hERG_inhib (hERG inhibition (general)): blocker. (5) The molecule is Cc1nnc(-c2cccc(C(F)(F)F)c2)nc1N1CCOCC1. Results: hERG_inhib (hERG inhibition (general)): blocker.